Dataset: Peptide-MHC class II binding affinity with 134,281 pairs from IEDB. Task: Regression. Given a peptide amino acid sequence and an MHC pseudo amino acid sequence, predict their binding affinity value. This is MHC class II binding data. (1) The peptide sequence is KTTIDKRSGMDSMKI. The MHC is DRB1_0101 with pseudo-sequence DRB1_0101. The binding affinity (normalized) is 0.114. (2) The peptide sequence is ELPGVDPDKDVDIMV. The MHC is HLA-DQA10401-DQB10402 with pseudo-sequence HLA-DQA10401-DQB10402. The binding affinity (normalized) is 0.0918. (3) The peptide sequence is QVAKAGLKTNDRKWC. The MHC is HLA-DQA10601-DQB10402 with pseudo-sequence HLA-DQA10601-DQB10402. The binding affinity (normalized) is 0. (4) The peptide sequence is GELQIVDKIDAAFHI. The MHC is DRB1_0701 with pseudo-sequence DRB1_0701. The binding affinity (normalized) is 0.584.